Dataset: Peptide-MHC class I binding affinity with 185,985 pairs from IEDB/IMGT. Task: Regression. Given a peptide amino acid sequence and an MHC pseudo amino acid sequence, predict their binding affinity value. This is MHC class I binding data. The peptide sequence is RPFPTAFEF. The MHC is Mamu-B52 with pseudo-sequence Mamu-B52. The binding affinity (normalized) is 0.738.